This data is from Reaction yield outcomes from USPTO patents with 853,638 reactions. The task is: Predict the reaction yield, written as a fraction of the theoretical maximum amount of product (1.0 means a 100% yield; for example, 0.34 means a 34% yield). The reactants are [Cl:1][C:2]1[CH:7]=[CH:6][C:5]([NH:8][C:9](=[O:12])OC)=[C:4]([C:13]#[N:14])[CH:3]=1.[CH:15]([NH:17]N)=O.C[N:20]1CCCC1=O. No catalyst specified. The product is [Cl:1][C:2]1[CH:7]=[CH:6][C:5]2[NH:8][C:9](=[O:12])[N:14]3[N:20]=[CH:15][N:17]=[C:13]3[C:4]=2[CH:3]=1. The yield is 0.850.